This data is from Forward reaction prediction with 1.9M reactions from USPTO patents (1976-2016). The task is: Predict the product of the given reaction. (1) Given the reactants [CH2:1]([C:3]([C:8]1[C:9]([CH3:14])=[N:10][CH:11]=[CH:12][CH:13]=1)([O:6][CH3:7])[CH2:4][CH3:5])[CH3:2].ClC1C=C(C=CC=1)C(OO)=[O:20], predict the reaction product. The product is: [CH2:1]([C:3]([C:8]1[C:9]([CH3:14])=[N+:10]([O-:20])[CH:11]=[CH:12][CH:13]=1)([O:6][CH3:7])[CH2:4][CH3:5])[CH3:2]. (2) Given the reactants [CH2:1]([O:4][C:5]1[CH:10]=[CH:9][C:8]([CH2:11][C@H:12]([NH:18][C:19]([O:21][C:22]([CH3:25])([CH3:24])[CH3:23])=[O:20])[C:13](OCC)=[O:14])=[CH:7][CH:6]=1)[CH:2]=[CH2:3].[NH2:26][NH2:27], predict the reaction product. The product is: [C:22]([O:21][C:19](=[O:20])[NH:18][C@@H:12]([CH2:11][C:8]1[CH:9]=[CH:10][C:5]([O:4][CH2:1][CH:2]=[CH2:3])=[CH:6][CH:7]=1)[C:13]([NH:26][NH2:27])=[O:14])([CH3:25])([CH3:24])[CH3:23].